Dataset: Forward reaction prediction with 1.9M reactions from USPTO patents (1976-2016). Task: Predict the product of the given reaction. (1) The product is: [CH3:1][C:2]1([CH3:18])[O:7][C:6](=[O:8])[NH:5][C:4]2[CH:9]=[CH:10][C:11]([C:13]3[N:14]([CH3:19])[CH:15]=[CH:16][CH:17]=3)=[CH:12][C:3]1=2. Given the reactants [CH3:1][C:2]1([CH3:18])[O:7][C:6](=[O:8])[NH:5][C:4]2[CH:9]=[CH:10][C:11]([C:13]3[NH:14][CH:15]=[CH:16][CH:17]=3)=[CH:12][C:3]1=2.[C:19](=O)([O-])[O-].[K+].[K+].CI.O, predict the reaction product. (2) The product is: [Cl:23][C:20]1[CH:19]=[CH:18][C:17]([C:9]2[C:8]([O:3][CH2:2][CH2:1][OH:4])=[N:13][CH:12]=[C:11]([CH:10]=2)[C:14]([OH:16])=[O:15])=[CH:22][CH:21]=1. Given the reactants [CH2:1]([OH:4])[CH2:2][OH:3].[H-].[Na+].Cl[C:8]1[N:13]=[CH:12][C:11]([C:14]([OH:16])=[O:15])=[CH:10][C:9]=1[C:17]1[CH:22]=[CH:21][C:20]([Cl:23])=[CH:19][CH:18]=1.O, predict the reaction product. (3) Given the reactants [CH:1]1[C:10]2[C:5](=[CH:6][CH:7]=[CH:8][CH:9]=2)[CH:4]=[CH:3][N:2]=1.C1C=C(Cl)C=C(C(OO)=[O:19])C=1, predict the reaction product. The product is: [CH:1]1[C:10]2[C:5](=[CH:6][CH:7]=[CH:8][CH:9]=2)[CH:4]=[CH:3][N+:2]=1[O-:19]. (4) Given the reactants [BH4-].[Na+].[NH2:3][C:4]1[O:5][CH2:6][C@@:7]2([N:34]=1)[C:20]1[CH:19]=[C:18]([C:21](=[O:27])[CH2:22][C:23]([CH3:26])([CH3:25])[CH3:24])[CH:17]=[CH:16][C:15]=1[O:14][C:13]1[C:8]2=[CH:9][C:10]([C:28]2[CH:29]=[N:30][CH:31]=[N:32][CH:33]=2)=[CH:11][CH:12]=1.[Cl-].[NH4+], predict the reaction product. The product is: [NH2:3][C:4]1[O:5][CH2:6][C@@:7]2([N:34]=1)[C:20]1[CH:19]=[C:18]([CH:21]([OH:27])[CH2:22][C:23]([CH3:25])([CH3:26])[CH3:24])[CH:17]=[CH:16][C:15]=1[O:14][C:13]1[C:8]2=[CH:9][C:10]([C:28]2[CH:29]=[N:30][CH:31]=[N:32][CH:33]=2)=[CH:11][CH:12]=1. (5) Given the reactants [Br:1][C:2]1[CH:3]=[CH:4][C:5]([NH:8][C:9]([NH:11][C:12]2[CH:21]=[N:20][CH:19]=[CH:18][C:13]=2[C:14]([O:16]C)=O)=[O:10])=[N:6][CH:7]=1.[C:22](=O)([O-])[O-].[K+].[K+].COS(C1C=CC(C)=CC=1)(=O)=O, predict the reaction product. The product is: [Br:1][C:2]1[CH:3]=[CH:4][C:5]([N:8]2[C:14](=[O:16])[C:13]3[CH:18]=[CH:19][N:20]=[CH:21][C:12]=3[N:11]([CH3:22])[C:9]2=[O:10])=[N:6][CH:7]=1. (6) Given the reactants [O:1]1[CH2:6][CH2:5][CH2:4][CH:3]([CH2:7][OH:8])[CH2:2]1.[F:9][C:10]([F:23])([F:22])[S:11](O[S:11]([C:10]([F:23])([F:22])[F:9])(=[O:13])=[O:12])(=[O:13])=[O:12].CC1C=CC=C(C)N=1, predict the reaction product. The product is: [F:9][C:10]([F:23])([F:22])[S:11]([O:8][CH2:7][CH:3]1[CH2:4][CH2:5][CH2:6][O:1][CH2:2]1)(=[O:13])=[O:12]. (7) Given the reactants [C:1]([C:4]1[C:12]2[CH2:11][CH2:10][N:9](C(OC(C)(C)C)=O)[CH2:8][C:7]=2[S:6][C:5]=1[NH:20][C:21](=[O:29])[C:22]1[CH:27]=[CH:26][CH:25]=[CH:24][C:23]=1[Cl:28])(=[O:3])[NH2:2].[F:30][C:31]([F:36])([F:35])[C:32]([OH:34])=[O:33], predict the reaction product. The product is: [F:30][C:31]([F:36])([F:35])[C:32]([O-:34])=[O:33].[C:1]([C:4]1[C:12]2[CH2:11][CH2:10][NH2+:9][CH2:8][C:7]=2[S:6][C:5]=1[NH:20][C:21](=[O:29])[C:22]1[CH:27]=[CH:26][CH:25]=[CH:24][C:23]=1[Cl:28])(=[O:3])[NH2:2]. (8) Given the reactants Cl[C:2]1[CH:7]=[CH:6][C:5]([O:8][C:9]2[CH:14]=[CH:13][CH:12]=[CH:11][CH:10]=2)=[CH:4][C:3]=1[N+:15]([O-:17])=[O:16].[NH2:18][CH2:19][CH:20]1[CH2:25][CH2:24][CH2:23][CH2:22][CH2:21]1.CCN(C(C)C)C(C)C.Cl, predict the reaction product. The product is: [CH:20]1([CH2:19][NH:18][C:2]2[CH:7]=[CH:6][C:5]([O:8][C:9]3[CH:14]=[CH:13][CH:12]=[CH:11][CH:10]=3)=[CH:4][C:3]=2[N+:15]([O-:17])=[O:16])[CH2:25][CH2:24][CH2:23][CH2:22][CH2:21]1. (9) Given the reactants [CH3:1][N:2]([CH3:9])[CH:3]1[CH2:8][CH2:7][NH:6][CH2:5][CH2:4]1.C(N(CC)CC)C.[Cl:17][C:18]1[N:23]=[CH:22][C:21]([S:24](Cl)(=[O:26])=[O:25])=[CH:20][CH:19]=1.CO.C(Cl)Cl, predict the reaction product. The product is: [Cl:17][C:18]1[N:23]=[CH:22][C:21]([S:24]([N:6]2[CH2:7][CH2:8][CH:3]([N:2]([CH3:9])[CH3:1])[CH2:4][CH2:5]2)(=[O:26])=[O:25])=[CH:20][CH:19]=1. (10) Given the reactants [ClH:1].[CH3:2][N:3]([CH3:25])[C:4]1([C:20]2[S:21][CH:22]=[CH:23][CH:24]=2)[CH2:9][CH2:8][N:7]([CH2:10][CH2:11][NH:12]C(=O)OC(C)(C)C)[CH2:6][CH2:5]1.CO.C(Cl)(Cl)[Cl:29], predict the reaction product. The product is: [ClH:29].[ClH:1].[ClH:29].[NH2:12][CH2:11][CH2:10][N:7]1[CH2:8][CH2:9][C:4]([C:20]2[S:21][CH:22]=[CH:23][CH:24]=2)([N:3]([CH3:25])[CH3:2])[CH2:5][CH2:6]1.